Dataset: Peptide-MHC class I binding affinity with 185,985 pairs from IEDB/IMGT. Task: Regression. Given a peptide amino acid sequence and an MHC pseudo amino acid sequence, predict their binding affinity value. This is MHC class I binding data. (1) The peptide sequence is TAAIMLASY. The MHC is HLA-B39:01 with pseudo-sequence HLA-B39:01. The binding affinity (normalized) is 0.0847. (2) The peptide sequence is YGGKKAVTY. The MHC is HLA-B08:01 with pseudo-sequence HLA-B08:01. The binding affinity (normalized) is 0.0847. (3) The peptide sequence is AKATGRYNL. The MHC is HLA-B27:03 with pseudo-sequence HLA-B27:03. The binding affinity (normalized) is 0.0847. (4) The peptide sequence is DAIKSNNHL. The MHC is HLA-A02:02 with pseudo-sequence HLA-A02:02. The binding affinity (normalized) is 0. (5) The peptide sequence is FIDTIKSLDY. The MHC is HLA-A30:02 with pseudo-sequence HLA-A30:02. The binding affinity (normalized) is 0.225. (6) The peptide sequence is ILRNYLRLYI. The MHC is HLA-A68:02 with pseudo-sequence HLA-A68:02. The binding affinity (normalized) is 0.271. (7) The peptide sequence is SMLPPGYPV. The MHC is HLA-A02:12 with pseudo-sequence HLA-A02:12. The binding affinity (normalized) is 0.936. (8) The peptide sequence is FIISTLNKI. The MHC is HLA-A02:01 with pseudo-sequence HLA-A02:01. The binding affinity (normalized) is 0.832.